From a dataset of Forward reaction prediction with 1.9M reactions from USPTO patents (1976-2016). Predict the product of the given reaction. (1) Given the reactants Cl[C:2]1[N:7]=[C:6]([C:8]2([C:12]3[C:21]4[C:16](=[CH:17][CH:18]=[C:19]([OH:22])[CH:20]=4)[CH2:15][CH2:14][N:13]=3)[CH2:11][CH2:10][CH2:9]2)[CH:5]=[CH:4][CH:3]=1, predict the reaction product. The product is: [N:7]1[CH:2]=[CH:3][CH:4]=[CH:5][C:6]=1[C:8]1([CH:12]2[C:21]3[C:16](=[CH:17][CH:18]=[C:19]([OH:22])[CH:20]=3)[CH2:15][CH2:14][NH:13]2)[CH2:9][CH2:10][CH2:11]1. (2) Given the reactants [Br:1][C:2]1[CH:3]=[CH:4][CH:5]=[C:6]2[C:10]=1[NH:9][C:8]([CH3:11])=[C:7]2[CH2:12][CH2:13][C:14](OCC)=[O:15], predict the reaction product. The product is: [Br:1][C:2]1[CH:3]=[CH:4][CH:5]=[C:6]2[C:10]=1[NH:9][C:8]([CH3:11])=[C:7]2[CH2:12][CH2:13][CH2:14][OH:15]. (3) Given the reactants [NH2:1][C:2]1[N:7]=[C:6]([NH:8][CH2:9][C:10]2[C:15]([CH2:16][CH3:17])=[C:14]([CH2:18][NH:19][C:20]3[CH:25]=[CH:24][CH:23]=[C:22]([NH2:26])[N:21]=3)[C:13]([CH2:27][CH3:28])=[C:12]([CH2:29][NH:30][C:31]3[CH:36]=[CH:35][CH:34]=[C:33]([NH2:37])[N:32]=3)[C:11]=2[CH2:38][CH3:39])[CH:5]=[CH:4][CH:3]=1.CO[CH:42](OC)[CH2:43][C:44](=O)[CH3:45].OP(O)(O)=O, predict the reaction product. The product is: [CH3:42][C:43]1[N:37]=[C:33]2[C:34]([CH:35]=[CH:36][C:31]([NH:30][CH2:29][C:12]3[C:13]([CH2:27][CH3:28])=[C:14]([CH2:18][NH:19][C:20]4[CH:25]=[CH:24][C:23]5[C:22](=[N:26][C:4]([CH3:5])=[CH:3][CH:2]=5)[N:21]=4)[C:15]([CH2:16][CH3:17])=[C:10]([CH2:9][NH:8][C:6]4[CH:5]=[CH:4][C:3]5[C:2](=[N:1][C:11]([CH3:12])=[CH:10][CH:9]=5)[N:7]=4)[C:11]=3[CH2:38][CH3:39])=[N:32]2)=[CH:45][CH:44]=1. (4) The product is: [CH3:11][C:2]1[S:1][C:5]2[CH:6]=[CH:7][CH:8]=[CH:9][C:4]=2[CH:3]=1. Given the reactants [S:1]1[C:5]2[CH:6]=[CH:7][CH:8]=[CH:9][C:4]=2[CH:3]=[CH:2]1.O1CCC[CH2:11]1.C([Li])CCC.CI, predict the reaction product. (5) Given the reactants [CH2:1]([O:3][C:4](=[O:13])[CH2:5][C:6]1[CH:11]=[CH:10][CH:9]=[C:8](I)[CH:7]=1)[CH3:2].[Cl:14][C:15]1[C:20]([Cl:21])=[CH:19][CH:18]=[CH:17][C:16]=1B(O)O.C(=O)(O)[O-].[Na+].O, predict the reaction product. The product is: [CH2:1]([O:3][C:4](=[O:13])[CH2:5][C:6]1[CH:7]=[C:8]([C:19]2[CH:18]=[CH:17][CH:16]=[C:15]([Cl:14])[C:20]=2[Cl:21])[CH:9]=[CH:10][CH:11]=1)[CH3:2]. (6) Given the reactants [CH3:1][N:2]1[CH2:7][CH2:6][N:5]([C:8]2[C:16]3[C:11](=[CH:12][C:13]([C:17]([O-:19])=O)=[CH:14][CH:15]=3)[NH:10][N:9]=2)[CH2:4][CH2:3]1.[Li+].C(Cl)CCl.C1C=CC2N(O)N=NC=2C=1.CCN(CC)CC.[C:42]1([C:48]2[CH:54]=[CH:53][C:51]([NH2:52])=[CH:50][CH:49]=2)[CH:47]=[CH:46][CH:45]=[CH:44][CH:43]=1, predict the reaction product. The product is: [C:48]1([C:42]2[CH:47]=[CH:46][CH:45]=[CH:44][CH:43]=2)[CH:49]=[CH:50][C:51]([NH:52][C:17]([C:13]2[CH:12]=[C:11]3[C:16]([C:8]([N:5]4[CH2:4][CH2:3][N:2]([CH3:1])[CH2:7][CH2:6]4)=[N:9][NH:10]3)=[CH:15][CH:14]=2)=[O:19])=[CH:53][CH:54]=1. (7) Given the reactants [Br:1][C:2]1[CH:3]=[C:4]([N:10]([C:18]2[CH:23]=[CH:22][C:21]([CH2:24][NH:25][CH2:26][CH2:27][O:28][CH3:29])=[CH:20][N:19]=2)C(=O)OC(C)(C)C)[C:5](=[O:9])[N:6]([CH3:8])[CH:7]=1.C(O)(C(F)(F)F)=O, predict the reaction product. The product is: [Br:1][C:2]1[CH:3]=[C:4]([NH:10][C:18]2[CH:23]=[CH:22][C:21]([CH2:24][NH:25][CH2:26][CH2:27][O:28][CH3:29])=[CH:20][N:19]=2)[C:5](=[O:9])[N:6]([CH3:8])[CH:7]=1. (8) Given the reactants [NH2:1][C:2]1[CH:3]=[CH:4][C:5]([Cl:11])=[C:6]([CH:10]=1)[C:7]([OH:9])=[O:8].S(Cl)(Cl)=O.[CH3:16]O, predict the reaction product. The product is: [NH2:1][C:2]1[CH:3]=[CH:4][C:5]([Cl:11])=[C:6]([CH:10]=1)[C:7]([O:9][CH3:16])=[O:8]. (9) Given the reactants [CH3:1][O:2][C:3]1[CH:8]=[CH:7][C:6]([C:9]2([C:12](O)=[O:13])[CH2:11][CH2:10]2)=[CH:5][CH:4]=1.[H-].[Al+3].[Li+].[H-].[H-].[H-].Cl.CN1CCOCC1, predict the reaction product. The product is: [CH3:1][O:2][C:3]1[CH:8]=[CH:7][C:6]([C:9]2([CH:12]=[O:13])[CH2:11][CH2:10]2)=[CH:5][CH:4]=1.